This data is from Forward reaction prediction with 1.9M reactions from USPTO patents (1976-2016). The task is: Predict the product of the given reaction. (1) Given the reactants [Li]CCCC.N(C(C)C)C(C)C.[CH:13]1([C:16]([O:18][C:19]([CH3:22])([CH3:21])[CH3:20])=[O:17])[CH2:15][CH2:14]1.Br[CH2:24][CH2:25][CH2:26][CH2:27][CH2:28][Cl:29].Cl, predict the reaction product. The product is: [Cl:29][CH2:28][CH2:27][CH2:26][CH2:25][CH2:24][C:13]1([C:16]([O:18][C:19]([CH3:22])([CH3:21])[CH3:20])=[O:17])[CH2:15][CH2:14]1. (2) Given the reactants [NH2:1][C:2]1[CH:7]=[CH:6][C:5]([Cl:8])=[CH:4][C:3]=1[C:9]([C:11]1[CH:16]=[CH:15][CH:14]=[CH:13][CH:12]=1)=[O:10].[Cl:17][C:18]1[CH:23]=[C:22]([Cl:24])[CH:21]=[CH:20][C:19]=1[S:25](Cl)(=[O:27])=[O:26], predict the reaction product. The product is: [C:9]([C:3]1[CH:4]=[C:5]([Cl:8])[CH:6]=[CH:7][C:2]=1[NH:1][S:25]([C:19]1[CH:20]=[CH:21][C:22]([Cl:24])=[CH:23][C:18]=1[Cl:17])(=[O:27])=[O:26])(=[O:10])[C:11]1[CH:12]=[CH:13][CH:14]=[CH:15][CH:16]=1.